Dataset: Full USPTO retrosynthesis dataset with 1.9M reactions from patents (1976-2016). Task: Predict the reactants needed to synthesize the given product. (1) Given the product [F:2][C:3]1[CH:4]=[C:5]([CH:17]=[CH:18][CH:19]=1)[CH2:6][CH:7]1[C:15](=[O:16])[N:10]2[CH2:11][CH2:12][N:13]([S:28]([C:25]3[CH:24]=[CH:23][C:22]([C:21]([F:20])([F:32])[F:33])=[CH:27][CH:26]=3)(=[O:30])=[O:29])[CH2:14][C@@H:9]2[CH2:8]1, predict the reactants needed to synthesize it. The reactants are: Cl.[F:2][C:3]1[CH:4]=[C:5]([CH:17]=[CH:18][CH:19]=1)[CH2:6][CH:7]1[C:15](=[O:16])[N:10]2[CH2:11][CH2:12][NH:13][CH2:14][C@@H:9]2[CH2:8]1.[F:20][C:21]([F:33])([F:32])[C:22]1[CH:27]=[CH:26][C:25]([S:28](Cl)(=[O:30])=[O:29])=[CH:24][CH:23]=1.C(N(CC)CC)C. (2) Given the product [Br:15][C:16]1[CH:21]=[C:20]([F:22])[CH:19]=[CH:18][C:17]=1[C@@H:23]1[N:24]=[C:25]([C:36]2[S:37][CH:38]=[CH:39][N:40]=2)[NH:26][C:27]([CH2:34][N:6]2[CH2:7][C:3]([F:2])([F:14])[CH2:4][C@@H:5]2[CH:8]([CH3:13])[CH2:9][C:10]([OH:12])=[O:11])=[C:28]1[C:29]([O:31][CH2:32][CH3:33])=[O:30], predict the reactants needed to synthesize it. The reactants are: Cl.[F:2][C:3]1([F:14])[CH2:7][NH:6][C@@H:5]([CH:8]([CH3:13])[CH2:9][C:10]([OH:12])=[O:11])[CH2:4]1.[Br:15][C:16]1[CH:21]=[C:20]([F:22])[CH:19]=[CH:18][C:17]=1[C@H:23]1[C:28]([C:29]([O:31][CH2:32][CH3:33])=[O:30])=[C:27]([CH2:34]Br)[NH:26][C:25]([C:36]2[S:37][CH:38]=[CH:39][N:40]=2)=[N:24]1.C(=O)([O-])[O-].[K+].[K+]. (3) The reactants are: [CH3:1][C:2]([C:5]1[N:9]=[C:8]([C:10]([O:12]CC)=O)[N:7]([CH2:15][CH3:16])[N:6]=1)([CH3:4])[CH3:3].[NH2:17][C:18]1[CH:19]=[C:20]([CH:26]=[CH:27][CH:28]=1)[C:21]([NH:23][CH2:24][CH3:25])=[O:22]. Given the product [CH3:4][C:2]([C:5]1[N:9]=[C:8]([C:10]([NH:17][C:18]2[CH:28]=[CH:27][CH:26]=[C:20]([C:21]([NH:23][CH2:24][CH3:25])=[O:22])[CH:19]=2)=[O:12])[N:7]([CH2:15][CH3:16])[N:6]=1)([CH3:1])[CH3:3], predict the reactants needed to synthesize it. (4) Given the product [C:1]([CH2:3][CH2:4][O:5][CH2:6][CH2:7][NH:8][C:9]1[C:18]([O:19][CH3:20])=[C:17]2[C:12]([C:13](=[O:27])[C:14]([C:24]([OH:26])=[O:25])=[CH:15][N:16]2[CH:21]2[CH2:23][CH2:22]2)=[CH:11][C:10]=1[F:28])([OH:30])=[O:29], predict the reactants needed to synthesize it. The reactants are: [C:1]([CH2:3][CH2:4][O:5][CH2:6][CH2:7][NH:8][C:9]1[C:18]([O:19][CH3:20])=[C:17]2[C:12]([C:13](=[O:27])[C:14]([C:24]([OH:26])=[O:25])=[CH:15][N:16]2[CH:21]2[CH2:23][CH2:22]2)=[CH:11][C:10]=1[F:28])#N.[OH2:29].[OH:30]S(O)(=O)=O.